This data is from Forward reaction prediction with 1.9M reactions from USPTO patents (1976-2016). The task is: Predict the product of the given reaction. (1) The product is: [CH3:10][C:2]1[CH:7]=[CH:6][C:5]2[NH:8][C:14]3[CH:15]4[CH2:18][CH2:19][N:11]([CH2:12][C:13]=3[C:4]=2[CH:3]=1)[CH2:17][CH2:16]4. Given the reactants Cl.[C:2]1([CH3:10])[CH:7]=[CH:6][C:5]([NH:8]N)=[CH:4][CH:3]=1.[N:11]12[CH2:19][CH2:18][CH:15]([CH2:16][CH2:17]1)[C:14](=O)[CH2:13][CH2:12]2.S(=O)(=O)(O)O, predict the reaction product. (2) The product is: [CH2:33]([O:35][C:36](=[O:49])[CH:37]([O:46][CH2:47][CH3:48])[CH2:38][C:39]1[CH:44]=[CH:43][C:42]([O:15][CH2:14][CH2:13][O:12][CH:9]2[C:8]3[CH:16]=[CH:17][CH:18]=[CH:19][C:7]=3[CH2:6][CH2:5][C:4]3[O:3][C:2]([CH3:1])=[N:11][C:10]2=3)=[CH:41][CH:40]=1)[CH3:34]. Given the reactants [CH3:1][C:2]1[O:3][C:4]2[CH2:5][CH2:6][C:7]3[CH:19]=[CH:18][CH:17]=[CH:16][C:8]=3[CH:9]([O:12][CH2:13][CH2:14][OH:15])[C:10]=2[N:11]=1.C(P(CCCC)CCCC)CCC.[CH2:33]([O:35][C:36](=[O:49])[CH:37]([O:46][CH2:47][CH3:48])[CH2:38][C:39]1[CH:44]=[CH:43][C:42](O)=[CH:41][CH:40]=1)[CH3:34].C1CCN(C(N=NC(N2CCCCC2)=O)=O)CC1, predict the reaction product. (3) Given the reactants [C:1]([OH:10])(=[O:9])[C@@H:2]([C@H:4]([C:6]([OH:8])=[O:7])[OH:5])[OH:3].[F:11][C:12]1[C:13]([CH2:34][NH:35][CH3:36])=[CH:14][N:15]([S:24]([C:27]2[CH:28]=[N:29][CH:30]=[C:31]([F:33])[CH:32]=2)(=[O:26])=[O:25])[C:16]=1[C:17]1[C:18]([F:23])=[N:19][CH:20]=[CH:21][CH:22]=1, predict the reaction product. The product is: [C:6]([C@@H:4]([C@H:2]([C:1]([OH:10])=[O:9])[OH:3])[OH:5])([OH:8])=[O:7].[F:11][C:12]1[C:13]([CH2:34][NH:35][CH3:36])=[CH:14][N:15]([S:24]([C:27]2[CH:28]=[N:29][CH:30]=[C:31]([F:33])[CH:32]=2)(=[O:25])=[O:26])[C:16]=1[C:17]1[C:18]([F:23])=[N:19][CH:20]=[CH:21][CH:22]=1. (4) The product is: [CH:7]1([CH2:14][CH2:15][NH2:16])[CH:13]=[CH:12][CH:11]=[CH:10][CH:9]=[CH:8]1. Given the reactants [H-].[Al+3].[Li+].[H-].[H-].[H-].[CH:7]1([CH2:14][C:15]#[N:16])[CH:13]=[CH:12][CH:11]=[CH:10][CH:9]=[CH:8]1, predict the reaction product. (5) Given the reactants [C:1]([O:4][CH2:5][C:6]1[C:7]([N:13]2[CH2:24][CH2:23][N:22]3[C:15](=[CH:16][C:17]4[CH2:18][C:19]([CH3:26])([CH3:25])[CH2:20][C:21]=43)[C:14]2=[O:27])=[N:8][CH:9]=[CH:10][C:11]=1Cl)(=[O:3])[CH3:2].[B:28]1(B2OC(C)(C)C(C)(C)O2)[O:32]C(C)(C)C(C)(C)[O:29]1.CC(C1C=C(C(C)C)C(C2C=CC=CC=2P(C2CCCCC2)C2CCCCC2)=C(C(C)C)C=1)C.C([O-])(=O)C.[K+], predict the reaction product. The product is: [C:1]([O:4][CH2:5][C:6]1[C:7]([N:13]2[CH2:24][CH2:23][N:22]3[C:15](=[CH:16][C:17]4[CH2:18][C:19]([CH3:26])([CH3:25])[CH2:20][C:21]=43)[C:14]2=[O:27])=[N:8][CH:9]=[CH:10][C:11]=1[B:28]([OH:32])[OH:29])(=[O:3])[CH3:2]. (6) Given the reactants [Br:1][C:2]1[CH:3]=[CH:4][CH:5]=[C:6]2[C:11]=1[N:10]=[C:9]([NH:12][C:13]([CH3:16])([CH3:15])[CH3:14])[C:8](Cl)=[N:7]2.[C:18]1(B(O)O)[CH:23]=[CH:22][CH:21]=[CH:20][CH:19]=1.C([O-])([O-])=O.[Na+].[Na+], predict the reaction product. The product is: [Br:1][C:2]1[CH:3]=[CH:4][CH:5]=[C:6]2[C:11]=1[N:10]=[C:9]([NH:12][C:13]([CH3:16])([CH3:15])[CH3:14])[C:8]([C:18]1[CH:23]=[CH:22][CH:21]=[CH:20][CH:19]=1)=[N:7]2. (7) The product is: [O:1]=[C:2]([C:13]1[O:14][C:15]([C:18]2[CH:23]=[CH:22][CH:21]=[CH:20][N:19]=2)=[CH:16][N:17]=1)[CH2:3][CH2:4][CH2:5][CH2:6][C:7]#[C:8][C:25]1[CH:26]=[N:27][CH:28]=[CH:29][CH:30]=1. Given the reactants [O:1]=[C:2]([C:13]1[O:14][C:15]([C:18]2[CH:23]=[CH:22][CH:21]=[CH:20][N:19]=2)=[CH:16][N:17]=1)[CH2:3][CH2:4][CH2:5][CH2:6][C:7]#[C:8][Si](C)(C)C.I[C:25]1[CH:26]=[N:27][CH:28]=[CH:29][CH:30]=1, predict the reaction product. (8) Given the reactants C[Si]([N-][Si](C)(C)C)(C)C.[K+].[Cl:11][C:12]1[CH:17]=[C:16]([NH:18][C:19]2[CH:24]=[CH:23][C:22]([F:25])=[CH:21][C:20]=2[CH3:26])[CH:15]=[CH:14][C:13]=1[C:27]([C:29]1[CH:34]=[CH:33][CH:32]=[CH:31][C:30]=1[CH3:35])=[O:28].Cl[C:37]([O:39][CH2:40][Cl:41])=[O:38], predict the reaction product. The product is: [Cl:41][CH2:40][O:39][C:37](=[O:38])[N:18]([C:16]1[CH:15]=[CH:14][C:13]([C:27](=[O:28])[C:29]2[CH:34]=[CH:33][CH:32]=[CH:31][C:30]=2[CH3:35])=[C:12]([Cl:11])[CH:17]=1)[C:19]1[CH:24]=[CH:23][C:22]([F:25])=[CH:21][C:20]=1[CH3:26]. (9) Given the reactants [C:1]([O:5][C:6]([N:8]1[CH2:13][CH2:12][O:11][C@H:10]([C:14](=[O:19])N(OC)C)[CH2:9]1)=[O:7])([CH3:4])([CH3:3])[CH3:2].[F:20][C:21]1[CH:22]=[C:23]([Mg]Br)[CH:24]=[CH:25][CH:26]=1, predict the reaction product. The product is: [C:1]([O:5][C:6]([N:8]1[CH2:13][CH2:12][O:11][C@H:10]([C:14](=[O:19])[C:25]2[CH:24]=[CH:23][CH:22]=[C:21]([F:20])[CH:26]=2)[CH2:9]1)=[O:7])([CH3:2])([CH3:3])[CH3:4]. (10) Given the reactants [Cl:1][C:2]1[CH:7]=[CH:6][C:5]([C:8]2([CH:12]=O)[CH2:11][CH2:10][CH2:9]2)=[CH:4][CH:3]=1.[NH:14]1[C:22]2[C:17](=[CH:18][CH:19]=[CH:20][CH:21]=2)[C:16]([CH2:23][CH2:24][NH2:25])=[CH:15]1.FC(F)(F)C(O)=O.C([O-])(O)=O.[Na+], predict the reaction product. The product is: [Cl:1][C:2]1[CH:7]=[CH:6][C:5]([C:8]2([CH:12]3[C:15]4[NH:14][C:22]5[C:17](=[CH:18][CH:19]=[CH:20][CH:21]=5)[C:16]=4[CH2:23][CH2:24][NH:25]3)[CH2:11][CH2:10][CH2:9]2)=[CH:4][CH:3]=1.